Dataset: Full USPTO retrosynthesis dataset with 1.9M reactions from patents (1976-2016). Task: Predict the reactants needed to synthesize the given product. Given the product [CH:30]1([CH2:29][O:28][C:22]2[CH:23]=[CH:24][C:25]([F:27])=[CH:26][C:21]=2[C:20]2[CH:19]=[CH:18][N:17]=[C:16]3[C:12]([C:10]([NH:9][C@H:6]4[CH2:7][CH2:8][C@@H:3]([NH:2][C:34](=[O:37])[CH2:35][CH3:36])[CH2:4][CH2:5]4)=[O:11])=[C:13]([CH3:33])[NH:14][C:15]=23)[CH2:31][CH2:32]1, predict the reactants needed to synthesize it. The reactants are: Cl.[NH2:2][C@@H:3]1[CH2:8][CH2:7][C@H:6]([NH:9][C:10]([C:12]2[C:16]3=[N:17][CH:18]=[CH:19][C:20]([C:21]4[CH:26]=[C:25]([F:27])[CH:24]=[CH:23][C:22]=4[O:28][CH2:29][CH:30]4[CH2:32][CH2:31]4)=[C:15]3[NH:14][C:13]=2[CH3:33])=[O:11])[CH2:5][CH2:4]1.[C:34](Cl)(=[O:37])[CH2:35][CH3:36].